Dataset: Full USPTO retrosynthesis dataset with 1.9M reactions from patents (1976-2016). Task: Predict the reactants needed to synthesize the given product. (1) Given the product [Cl:1][CH2:2][CH2:3][CH2:4][O:5][C:6]1[CH:14]=[CH:13][C:9]([C:10]([Cl:18])=[O:11])=[C:8]([F:15])[CH:7]=1, predict the reactants needed to synthesize it. The reactants are: [Cl:1][CH2:2][CH2:3][CH2:4][O:5][C:6]1[CH:14]=[CH:13][C:9]([C:10](O)=[O:11])=[C:8]([F:15])[CH:7]=1.S(Cl)([Cl:18])=O. (2) Given the product [Cl:1][C:2]1[N:7]=[C:6]([N:8]([CH2:41][CH2:40][CH:34]2[CH2:39][CH2:38][CH2:37][CH2:36][CH2:35]2)[C:9]2[CH:14]=[CH:13][CH:12]=[CH:11][CH:10]=2)[CH:5]=[CH:4][N:3]=1, predict the reactants needed to synthesize it. The reactants are: [Cl:1][C:2]1[N:7]=[C:6]([NH:8][C:9]2[CH:14]=[CH:13][CH:12]=[CH:11][CH:10]=2)[CH:5]=[CH:4][N:3]=1.C1(P(C2C=CC=CC=2)C2C=CC=CC=2)C=CC=CC=1.[CH:34]1([CH2:40][CH2:41]O)[CH2:39][CH2:38][CH2:37][CH2:36][CH2:35]1.CCOC(/N=N/C(OCC)=O)=O.